This data is from Reaction yield outcomes from USPTO patents with 853,638 reactions. The task is: Predict the reaction yield, written as a fraction of the theoretical maximum amount of product (1.0 means a 100% yield; for example, 0.34 means a 34% yield). (1) The reactants are [C:1](Cl)(=[O:8])[C:2]1[CH:7]=[CH:6][CH:5]=[CH:4][CH:3]=1.Cl.[CH2:11]([O:13][C:14](=[O:23])[CH:15]([NH2:22])[CH2:16][S:17][C:18]([CH3:21])([CH3:20])[CH3:19])[CH3:12]. No catalyst specified. The product is [CH2:11]([O:13][C:14](=[O:23])[CH:15]([NH:22][C:1](=[O:8])[C:2]1[CH:7]=[CH:6][CH:5]=[CH:4][CH:3]=1)[CH2:16][S:17][C:18]([CH3:20])([CH3:19])[CH3:21])[CH3:12]. The yield is 0.600. (2) No catalyst specified. The yield is 0.0100. The product is [NH3:3].[CH3:40][OH:42].[CH3:18][C:11]1([CH3:19])[CH2:10][C@H:9]([NH:8][C:6]2[C:5]([F:20])=[CH:4][N:3]=[C:2]([NH:21][C:22]3[CH:23]=[CH:24][C:25]([N:30]4[CH2:35][CH2:34][N:33]([CH:36]([CH3:38])[CH3:37])[CH2:32][CH2:31]4)=[C:26]([CH:29]=3)[C:27]#[N:28])[N:7]=2)[CH2:17][C@H:16]2[N:12]1[CH2:13][CH2:14][CH2:15]2. The reactants are Cl[C:2]1[N:7]=[C:6]([NH:8][C@@H:9]2[CH2:17][C@H:16]3[N:12]([CH2:13][CH2:14][CH2:15]3)[C:11]([CH3:19])([CH3:18])[CH2:10]2)[C:5]([F:20])=[CH:4][N:3]=1.[NH2:21][C:22]1[CH:23]=[CH:24][C:25]([N:30]2[CH2:35][CH2:34][N:33]([CH:36]([CH3:38])[CH3:37])[CH2:32][CH2:31]2)=[C:26]([CH:29]=1)[C:27]#[N:28].C[CH:40]([OH:42])C.